Dataset: Peptide-MHC class II binding affinity with 134,281 pairs from IEDB. Task: Regression. Given a peptide amino acid sequence and an MHC pseudo amino acid sequence, predict their binding affinity value. This is MHC class II binding data. (1) The peptide sequence is GEALSTLVLNRLKVG. The MHC is DRB1_1501 with pseudo-sequence DRB1_1501. The binding affinity (normalized) is 0.483. (2) The peptide sequence is RFKYLLNVSYLCHLV. The MHC is DRB1_0701 with pseudo-sequence DRB1_0701. The binding affinity (normalized) is 0.865.